Dataset: Forward reaction prediction with 1.9M reactions from USPTO patents (1976-2016). Task: Predict the product of the given reaction. (1) Given the reactants [NH2:1][C:2]1[CH:11]=[C:10]([C:12]([O:14][CH3:15])=[O:13])[CH:9]=[CH:8][C:3]=1[C:4]([O:6]C)=O.CN1CC[O:20][CH2:19]C1.C(#N)C.[Cl:26][C:27]1[CH:34]=[C:33]([Cl:35])[CH:32]=[CH:31][C:28]=1[CH2:29][NH2:30], predict the reaction product. The product is: [Cl:26][C:27]1[CH:34]=[C:33]([Cl:35])[CH:32]=[CH:31][C:28]=1[CH2:29][N:30]1[C:4](=[O:6])[C:3]2[C:2](=[CH:11][C:10]([C:12]([O:14][CH3:15])=[O:13])=[CH:9][CH:8]=2)[NH:1][C:19]1=[O:20]. (2) Given the reactants [Cl:1][C:2]1[N:3]=[C:4]2[C:9](=[CH:10][CH:11]=1)[N:8]=[CH:7][C:6]([C:12](=[O:14])[CH3:13])=[C:5]2[NH:15][C@H:16]1[CH2:21][CH2:20][C@H:19]([N:22]([CH3:24])[CH3:23])[CH2:18][CH2:17]1.[Cl:25][C:26]1[CH:31]=[C:30](B2OC(C)(C)C(C)(C)O2)[CH:29]=[C:28]([F:41])[C:27]=1[OH:42].C1(N)C(F)=C(F)C(F)=C(N)C=1F.Cl.Cl, predict the reaction product. The product is: [ClH:1].[ClH:25].[Cl:25][C:26]1[CH:31]=[C:30]([C:2]2[N:3]=[C:4]3[C:9](=[CH:10][CH:11]=2)[N:8]=[CH:7][C:6]([C:12](=[O:14])[CH3:13])=[C:5]3[NH:15][C@H:16]2[CH2:21][CH2:20][C@H:19]([N:22]([CH3:23])[CH3:24])[CH2:18][CH2:17]2)[CH:29]=[C:28]([F:41])[C:27]=1[OH:42]. (3) Given the reactants Br[CH2:2][CH:3]1[O:8][C:7]2[CH:9]=[CH:10][CH:11]=[CH:12][C:6]=2[O:5][CH2:4]1.[C:13]([C:15]1[CH:20]=[CH:19][CH:18]=[CH:17][C:16]=1[N:21]1[CH2:26][CH2:25][NH:24][CH2:23][CH2:22]1)#[N:14].C([O-])([O-])=O.[K+].[K+].O, predict the reaction product. The product is: [O:8]1[CH:3]([CH2:2][N:24]2[CH2:23][CH2:22][N:21]([C:16]3[CH:17]=[CH:18][CH:19]=[CH:20][C:15]=3[C:13]#[N:14])[CH2:26][CH2:25]2)[CH2:4][O:5][C:6]2[CH:12]=[CH:11][CH:10]=[CH:9][C:7]1=2. (4) Given the reactants [Cl:1][C:2]1[CH:3]=[C:4]([C:10]2[CH:14]=[CH:13][N:12]([CH2:15][C@@H:16]([NH:18][C:19]([C:21]3[N:22]=[C:23]([C:26]4[N:30](C5CCCCO5)[N:29]=[CH:28][CH:27]=4)[O:24][CH:25]=3)=[O:20])[CH3:17])[N:11]=2)[CH:5]=[CH:6][C:7]=1[C:8]#[N:9].Cl.CCO, predict the reaction product. The product is: [Cl:1][C:2]1[CH:3]=[C:4]([C:10]2[CH:14]=[CH:13][N:12]([CH2:15][C@@H:16]([NH:18][C:19]([C:21]3[N:22]=[C:23]([C:26]4[CH:27]=[CH:28][NH:29][N:30]=4)[O:24][CH:25]=3)=[O:20])[CH3:17])[N:11]=2)[CH:5]=[CH:6][C:7]=1[C:8]#[N:9]. (5) Given the reactants Cl.[CH3:2][C:3]1([C:9]([NH:11][C:12]2[CH:17]=[CH:16][CH:15]=[C:14]([C:18]3[O:22][CH:21]=[N:20][CH:19]=3)[CH:13]=2)=[O:10])[CH2:8][CH2:7][NH:6][CH2:5][CH2:4]1.Cl[C:24]1[C:25]2[C:32]([CH3:33])=[CH:31][NH:30][C:26]=2[N:27]=[CH:28][N:29]=1.C(N(CC)C(C)C)(C)C, predict the reaction product. The product is: [CH3:2][C:3]1([C:9]([NH:11][C:12]2[CH:17]=[CH:16][CH:15]=[C:14]([C:18]3[O:22][CH:21]=[N:20][CH:19]=3)[CH:13]=2)=[O:10])[CH2:4][CH2:5][N:6]([C:24]2[C:25]3[C:32]([CH3:33])=[CH:31][NH:30][C:26]=3[N:27]=[CH:28][N:29]=2)[CH2:7][CH2:8]1. (6) Given the reactants [N:1]([C@H:4]1[CH2:9][C@@H:8]([F:10])[CH2:7][N:6]([C:11]([O:13][CH2:14][C:15]2[CH:20]=[CH:19][CH:18]=[CH:17][CH:16]=2)=[O:12])[CH2:5]1)=[N+]=[N-].CP(C)C.[C:25](O[C:25]([O:27][C:28]([CH3:31])([CH3:30])[CH3:29])=[O:26])([O:27][C:28]([CH3:31])([CH3:30])[CH3:29])=[O:26], predict the reaction product. The product is: [C:28]([O:27][C:25]([NH:1][C@H:4]1[CH2:9][C@@H:8]([F:10])[CH2:7][N:6]([C:11]([O:13][CH2:14][C:15]2[CH:20]=[CH:19][CH:18]=[CH:17][CH:16]=2)=[O:12])[CH2:5]1)=[O:26])([CH3:31])([CH3:30])[CH3:29]. (7) Given the reactants [Ca:1].[P:2]([O-:6])([O-:5])([O-:4])=[O:3], predict the reaction product. The product is: [P:2]([O-:6])([O-:5])([O-:4])=[O:3].[Ca+2:1].[P:2]([O-:6])([O-:5])([O-:4])=[O:3].[Ca+2:1].[Ca+2:1]. (8) Given the reactants [F:1][C:2]([F:22])([F:21])[C:3]1[CH:8]=[CH:7][CH:6]=[CH:5][C:4]=1[C:9]1[CH:20]=[C:12]2[N:13]=[CH:14][CH:15]=[C:16]([C:17]([OH:19])=O)[N:11]2[N:10]=1.CN(C(O[N:31]1N=N[C:33]2[CH:34]=[CH:35][CH:36]=[N:37][C:32]1=2)=[N+](C)C)C.F[P-](F)(F)(F)(F)F.CCN(C(C)C)C(C)C, predict the reaction product. The product is: [N:37]1[CH:36]=[CH:35][CH:34]=[CH:33][C:32]=1[NH:31][C:17]([C:16]1[N:11]2[N:10]=[C:9]([C:4]3[CH:5]=[CH:6][CH:7]=[CH:8][C:3]=3[C:2]([F:1])([F:21])[F:22])[CH:20]=[C:12]2[N:13]=[CH:14][CH:15]=1)=[O:19]. (9) Given the reactants [H-].[Na+].[F:3][C:4]([F:19])([F:18])[CH:5]([C:7]1[CH:12]=[CH:11][CH:10]=[CH:9][C:8]=1[C:13]1[O:14][CH:15]=[CH:16][CH:17]=1)[OH:6].[Cl:20][C:21]1[CH:26]=[C:25](Cl)[N:24]=[CH:23][N:22]=1.O, predict the reaction product. The product is: [Cl:20][C:21]1[CH:26]=[C:25]([O:6][CH:5]([C:7]2[CH:12]=[CH:11][CH:10]=[CH:9][C:8]=2[C:13]2[O:14][CH:15]=[CH:16][CH:17]=2)[C:4]([F:3])([F:18])[F:19])[N:24]=[CH:23][N:22]=1.